This data is from Reaction yield outcomes from USPTO patents with 853,638 reactions. The task is: Predict the reaction yield, written as a fraction of the theoretical maximum amount of product (1.0 means a 100% yield; for example, 0.34 means a 34% yield). The reactants are Cl.[C:2]([N:5]1[CH2:10][CH2:9][N:8]([C:11]2[CH:16]=[CH:15][C:14]([C:17](=[O:31])/[CH:18]=[CH:19]/[C:20]3[CH:25]=[CH:24][C:23](/[CH:26]=[CH:27]/[C:28](O)=[O:29])=[CH:22][CH:21]=3)=[CH:13][CH:12]=2)[CH2:7][CH2:6]1)(=[O:4])[NH2:3].C1C=CC2[N:40]([OH:41])N=NC=2C=1.C(Cl)CCl.NOC1CCCCO1. The catalyst is CN(C=O)C. The product is [OH:41][NH:40][C:28](/[CH:27]=[CH:26]/[C:23]1[CH:24]=[CH:25][C:20](/[CH:19]=[CH:18]/[C:17]([C:14]2[CH:15]=[CH:16][C:11]([N:8]3[CH2:9][CH2:10][N:5]([C:2]([NH2:3])=[O:4])[CH2:6][CH2:7]3)=[CH:12][CH:13]=2)=[O:31])=[CH:21][CH:22]=1)=[O:29]. The yield is 0.310.